This data is from Forward reaction prediction with 1.9M reactions from USPTO patents (1976-2016). The task is: Predict the product of the given reaction. Given the reactants [C:1]([O:5][C:6](=[O:23])[NH:7][CH:8]([C:10]1[CH:15]=[C:14]([Cl:16])[C:13]([C:17]#[N:18])=[C:12](Br)[C:11]=1[O:20][CH2:21][CH3:22])[CH3:9])([CH3:4])([CH3:3])[CH3:2].[CH3:24][N:25]([CH3:37])[C:26]([C:28]1[N:33]=[CH:32][C:31](B(O)O)=[CH:30][CH:29]=1)=[O:27].C(=O)([O-])[O-].[K+].[K+], predict the reaction product. The product is: [C:1]([O:5][C:6](=[O:23])[NH:7][CH:8]([C:10]1[CH:15]=[C:14]([Cl:16])[C:13]([C:17]#[N:18])=[C:12]([C:31]2[CH:32]=[N:33][C:28]([C:26]([N:25]([CH3:37])[CH3:24])=[O:27])=[CH:29][CH:30]=2)[C:11]=1[O:20][CH2:21][CH3:22])[CH3:9])([CH3:4])([CH3:3])[CH3:2].